Dataset: Forward reaction prediction with 1.9M reactions from USPTO patents (1976-2016). Task: Predict the product of the given reaction. (1) Given the reactants [OH:1][N:2]=[C:3](Cl)[C:4]1[CH:9]=[CH:8][CH:7]=[N:6][CH:5]=1.[C:11]([C:13]1[CH:18]=[C:17]([F:19])[CH:16]=[C:15]([F:20])[CH:14]=1)#[CH:12].N, predict the reaction product. The product is: [F:19][C:17]1[CH:18]=[C:13]([C:11]2[O:1][N:2]=[C:3]([C:4]3[CH:5]=[N:6][CH:7]=[CH:8][CH:9]=3)[CH:12]=2)[CH:14]=[C:15]([F:20])[CH:16]=1. (2) Given the reactants Br[C:2]1[N:7]=[C:6]2[CH:8]=[C:9]([C:11]3[C:16]([F:17])=[CH:15][CH:14]=[CH:13][C:12]=3[Cl:18])[NH:10][C:5]2=[CH:4][CH:3]=1.[CH3:19][N:20]1[C:24](B(O)O)=[CH:23][C:22]([C:28]([F:31])([F:30])[F:29])=[N:21]1.O1CCOCC1.C(=O)([O-])[O-].[K+].[K+], predict the reaction product. The product is: [Cl:18][C:12]1[CH:13]=[CH:14][CH:15]=[C:16]([F:17])[C:11]=1[C:9]1[NH:10][C:5]2[C:6](=[N:7][C:2]([C:24]3[N:20]([CH3:19])[N:21]=[C:22]([C:28]([F:31])([F:30])[F:29])[CH:23]=3)=[CH:3][CH:4]=2)[CH:8]=1. (3) Given the reactants Br[CH2:2][C:3]1[N:4]=[C:5]([C:11]2[CH:16]=[CH:15][CH:14]=[C:13]([Cl:17])[CH:12]=2)[C:6]([O:9][CH3:10])=[N:7][CH:8]=1.[NH:18]1[CH:22]=[N:21][C:20]([C:23]([O:25][CH3:26])=[O:24])=[N:19]1.C([O-])([O-])=O.[K+].[K+], predict the reaction product. The product is: [Cl:17][C:13]1[CH:12]=[C:11]([C:5]2[N:4]=[C:3]([CH2:2][N:18]3[CH:22]=[N:21][C:20]([C:23]([O:25][CH3:26])=[O:24])=[N:19]3)[CH:8]=[N:7][C:6]=2[O:9][CH3:10])[CH:16]=[CH:15][CH:14]=1. (4) Given the reactants C(O[C:6]([N:8]1[CH2:12][CH2:11][C@@H:10]([CH2:13][NH:14][C:15](=[O:24])[O:16][CH2:17][C:18]2[CH:23]=[CH:22][CH:21]=[CH:20][CH:19]=2)[CH2:9]1)=O)(C)(C)C.Cl.ClC1[C:36]2[C:31](=[CH:32][C:33]([CH3:37])=[CH:34][CH:35]=2)[N:30]=[C:29]([C:38]2[CH:43]=[CH:42][CH:41]=[CH:40][C:39]=2[OH:44])[N:28]=1.C(N(CC)CC)C, predict the reaction product. The product is: [OH:44][C:39]1[CH:40]=[CH:41][CH:42]=[CH:43][C:38]=1[C:29]1[N:28]=[C:6]([N:8]2[CH2:12][CH2:11][C@@H:10]([CH2:13][NH:14][C:15](=[O:24])[O:16][CH2:17][C:18]3[CH:19]=[CH:20][CH:21]=[CH:22][CH:23]=3)[CH2:9]2)[C:36]2[C:31](=[CH:32][C:33]([CH3:37])=[CH:34][CH:35]=2)[N:30]=1. (5) Given the reactants Br[C:2]1[CH:3]=[C:4]([C:9]([F:12])=[CH:10][N:11]=1)[C:5]([O:7][CH3:8])=[O:6].O1CCC[CH2:14]1.C[Al](C)C.[Cl-].[NH4+], predict the reaction product. The product is: [F:12][C:9]1[C:4]([C:5]([O:7][CH3:8])=[O:6])=[CH:3][C:2]([CH3:14])=[N:11][CH:10]=1. (6) The product is: [ClH:47].[C:17]1([CH:27]([NH:29][CH2:15][CH2:14][CH2:13][C:11]2[CH:10]=[CH:9][CH:8]=[C:7]([C:1]3[CH:6]=[CH:5][CH:4]=[CH:3][CH:2]=3)[N:12]=2)[CH3:28])[C:26]2[C:20]([CH:21]=[CH:22][CH:23]=[CH:24][CH:25]=2)=[CH:19][CH:18]=1. Given the reactants [C:1]1([C:7]2[N:12]=[C:11]([CH2:13][CH2:14][CH:15]=O)[CH:10]=[CH:9][CH:8]=2)[CH:6]=[CH:5][CH:4]=[CH:3][CH:2]=1.[C:17]1([CH:27]([NH2:29])[CH3:28])[C:26]2[C:20]([CH:21]=[CH:22][CH:23]=[CH:24][CH:25]=2)=[CH:19][CH:18]=1.C(O[BH-](OC(=O)C)OC(=O)C)(=O)C.[Na+].[OH-].[Na+].C(Cl)[Cl:47], predict the reaction product. (7) Given the reactants [NH2:1][C:2]1[CH:7]=[CH:6][CH:5]=[CH:4][C:3]=1[NH:8][C:9]([C:11]1[CH:12]=[N:13][C:14]([N:17]2[CH2:22][CH2:21][CH:20]([C:23]3[CH:28]=[CH:27][C:26]([C@@H:29]([NH:31][C:32](=[O:34])[CH3:33])[CH3:30])=[CH:25][CH:24]=3)[CH2:19][CH2:18]2)=[N:15][CH:16]=1)=O, predict the reaction product. The product is: [NH:8]1[C:3]2[CH:4]=[CH:5][CH:6]=[CH:7][C:2]=2[N:1]=[C:9]1[C:11]1[CH:12]=[N:13][C:14]([N:17]2[CH2:22][CH2:21][CH:20]([C:23]3[CH:28]=[CH:27][C:26]([C@@H:29]([NH:31][C:32](=[O:34])[CH3:33])[CH3:30])=[CH:25][CH:24]=3)[CH2:19][CH2:18]2)=[N:15][CH:16]=1. (8) Given the reactants [F:1][C:2](=[C:10]([F:12])[F:11])[CH2:3][CH2:4][CH:5]([C:8]#[N:9])[C:6]#[N:7].[H-].[Na+].Br[CH2:16][C:17]1[CH:18]=[N:19][C:20]([Cl:23])=[CH:21][CH:22]=1, predict the reaction product. The product is: [Cl:23][C:20]1[N:19]=[CH:18][C:17]([CH2:16][C:5]([CH2:4][CH2:3][C:2]([F:1])=[C:10]([F:11])[F:12])([C:6]#[N:7])[C:8]#[N:9])=[CH:22][CH:21]=1. (9) Given the reactants [Si:1]([O:8][CH2:9][C@@H:10]1[CH:15]=[C:14]([CH2:16][O:17][CH3:18])[C:13](=[O:19])[CH2:12][N:11]1[C:20]([O:22][C:23]([CH3:26])([CH3:25])[CH3:24])=[O:21])([C:4]([CH3:7])([CH3:6])[CH3:5])([CH3:3])[CH3:2].[BH4-].[Na+], predict the reaction product. The product is: [Si:1]([O:8][CH2:9][C@@H:10]1[CH:15]=[C:14]([CH2:16][O:17][CH3:18])[CH:13]([OH:19])[CH2:12][N:11]1[C:20]([O:22][C:23]([CH3:26])([CH3:25])[CH3:24])=[O:21])([C:4]([CH3:6])([CH3:7])[CH3:5])([CH3:3])[CH3:2].